Dataset: Full USPTO retrosynthesis dataset with 1.9M reactions from patents (1976-2016). Task: Predict the reactants needed to synthesize the given product. (1) Given the product [CH3:1][O:2][C:3]1[CH:18]=[CH:17][C:6]2[CH2:7][C@@:8]3([CH3:16])[C@:13]([CH3:19])([C:14](=[O:15])[C:5]=2[CH:4]=1)[CH2:12][O:11][CH2:10][CH2:9]3, predict the reactants needed to synthesize it. The reactants are: [CH3:1][O:2][C:3]1[CH:18]=[CH:17][C:6]2[CH2:7][C@:8]3([CH3:16])[C@@H:13]([C:14](=[O:15])[C:5]=2[CH:4]=1)[CH2:12][O:11][CH2:10][CH2:9]3.[CH3:19][Si]([N-][Si](C)(C)C)(C)C.[Li+].C1(C)C=CC=CC=1.OC1C=CC=CC=1C(OCC)=O. (2) Given the product [Br:1][C:2]1[CH:3]=[C:4]2[N:10]=[C:9]([C:11]3[CH:16]=[CH:15][CH:14]=[CH:13][C:12]=3[S:36]([CH2:26][CH3:27])(=[O:40])=[O:38])[N:8]([CH3:20])[C:5]2=[N:6][CH:7]=1, predict the reactants needed to synthesize it. The reactants are: [Br:1][C:2]1[CH:3]=[C:4]2[N:10]=[C:9]([C:11]3[CH:16]=[CH:15][CH:14]=[CH:13][C:12]=3SCC)[N:8]([CH3:20])[C:5]2=[N:6][CH:7]=1.C(Cl)(Cl)Cl.Cl[C:26]1C=CC=C(C(OO)=O)[CH:27]=1.[S:36]([O-:40])([O-])(=[O:38])=S.[Na+].[Na+]. (3) Given the product [CH2:1]([O:3][P:4]([CH2:9][CH2:10][CH2:11][CH2:12][CH2:13][CH2:14][CH2:15][CH2:16][CH2:17][CH2:18][CH2:19][O:20][C:21]([C:23]1[NH:27][CH:26]=[CH:25][N:24]=1)=[O:22])([O:6][C:7]1[CH:39]=[CH:38][C:37]([N+:34]([O-:36])=[O:35])=[CH:42][CH:8]=1)=[O:5])[CH3:2], predict the reactants needed to synthesize it. The reactants are: [CH2:1]([O:3][P:4]([CH2:9][CH2:10][CH2:11][CH2:12][CH2:13][CH2:14][CH2:15][CH2:16][CH2:17][CH2:18][CH2:19][O:20][C:21]([C:23]1[NH:24][CH:25]=[CH:26][N:27]=1)=[O:22])([O:6][CH2:7][CH3:8])=[O:5])[CH3:2].C(Cl)(=O)C(Cl)=O.[N+:34]([C:37]1[CH:42]=CC(O)=[CH:39][CH:38]=1)([O-:36])=[O:35].CCN(CC)CC. (4) Given the product [CH2:4]([C:3]([C:6]1[CH:11]=[CH:10][C:9]([O:12][CH2:13][C@H:14]([OH:46])[CH2:18][CH2:17][C:16]([OH:15])=[O:19])=[C:8]([CH3:20])[CH:7]=1)([C:21]1[CH:26]=[CH:25][C:24]([CH2:27][CH2:28][CH:29]([OH:40])[C:30]([CH3:39])([C:35]([F:38])([F:37])[F:36])[C:31]([F:34])([F:32])[F:33])=[C:23]([CH3:44])[CH:22]=1)[CH2:1][CH3:2])[CH3:5], predict the reactants needed to synthesize it. The reactants are: [CH2:1]([C:3]([C:21]1[CH:26]=[CH:25][C:24]([CH2:27][CH2:28][CH:29]([O:40]C(=O)C)[C:30]([CH3:39])([C:35]([F:38])([F:37])[F:36])[C:31]([F:34])([F:33])[F:32])=[C:23]([CH3:44])[CH:22]=1)([C:6]1[CH:11]=[CH:10][C:9]([O:12][CH2:13][C@H:14]2[CH2:18][CH2:17][C:16](=[O:19])[O:15]2)=[C:8]([CH3:20])[CH:7]=1)[CH2:4][CH3:5])[CH3:2].C[OH:46].